This data is from Merck oncology drug combination screen with 23,052 pairs across 39 cell lines. The task is: Regression. Given two drug SMILES strings and cell line genomic features, predict the synergy score measuring deviation from expected non-interaction effect. (1) Drug 1: CC(=O)OC1C(=O)C2(C)C(O)CC3OCC3(OC(C)=O)C2C(OC(=O)c2ccccc2)C2(O)CC(OC(=O)C(O)C(NC(=O)c3ccccc3)c3ccccc3)C(C)=C1C2(C)C. Drug 2: COC1=C2CC(C)CC(OC)C(O)C(C)C=C(C)C(OC(N)=O)C(OC)C=CC=C(C)C(=O)NC(=CC1=O)C2=O. Synergy scores: synergy=1.33. Cell line: SKOV3. (2) Drug 1: N#Cc1ccc(Cn2cncc2CN2CCN(c3cccc(Cl)c3)C(=O)C2)cc1. Drug 2: O=C(NOCC(O)CO)c1ccc(F)c(F)c1Nc1ccc(I)cc1F. Cell line: COLO320DM. Synergy scores: synergy=-0.0997. (3) Drug 1: CC(C)CC(NC(=O)C(Cc1ccccc1)NC(=O)c1cnccn1)B(O)O. Drug 2: Cn1cc(-c2cnn3c(N)c(Br)c(C4CCCNC4)nc23)cn1. Cell line: LOVO. Synergy scores: synergy=-3.36.